The task is: Regression. Given two drug SMILES strings and cell line genomic features, predict the synergy score measuring deviation from expected non-interaction effect.. This data is from NCI-60 drug combinations with 297,098 pairs across 59 cell lines. (1) Drug 1: C1CCN(CC1)CCOC2=CC=C(C=C2)C(=O)C3=C(SC4=C3C=CC(=C4)O)C5=CC=C(C=C5)O. Drug 2: N.N.Cl[Pt+2]Cl. Cell line: MOLT-4. Synergy scores: CSS=-1.27, Synergy_ZIP=2.19, Synergy_Bliss=2.55, Synergy_Loewe=-2.59, Synergy_HSA=-2.97. (2) Drug 1: CC(C1=C(C=CC(=C1Cl)F)Cl)OC2=C(N=CC(=C2)C3=CN(N=C3)C4CCNCC4)N. Drug 2: CC(C)NC(=O)C1=CC=C(C=C1)CNNC.Cl. Cell line: MDA-MB-231. Synergy scores: CSS=-1.44, Synergy_ZIP=-2.19, Synergy_Bliss=-3.01, Synergy_Loewe=-6.89, Synergy_HSA=-4.97. (3) Drug 1: CCCCC(=O)OCC(=O)C1(CC(C2=C(C1)C(=C3C(=C2O)C(=O)C4=C(C3=O)C=CC=C4OC)O)OC5CC(C(C(O5)C)O)NC(=O)C(F)(F)F)O. Drug 2: CC(C)NC(=O)C1=CC=C(C=C1)CNNC.Cl. Cell line: 786-0. Synergy scores: CSS=61.8, Synergy_ZIP=1.98, Synergy_Bliss=3.84, Synergy_Loewe=-2.05, Synergy_HSA=5.34. (4) Drug 1: CCCCC(=O)OCC(=O)C1(CC(C2=C(C1)C(=C3C(=C2O)C(=O)C4=C(C3=O)C=CC=C4OC)O)OC5CC(C(C(O5)C)O)NC(=O)C(F)(F)F)O. Drug 2: C1=NNC2=C1C(=O)NC=N2. Cell line: K-562. Synergy scores: CSS=23.5, Synergy_ZIP=-3.76, Synergy_Bliss=-10.2, Synergy_Loewe=-33.2, Synergy_HSA=-10.6. (5) Drug 1: CC1=CC=C(C=C1)C2=CC(=NN2C3=CC=C(C=C3)S(=O)(=O)N)C(F)(F)F. Drug 2: C1=CN(C=N1)CC(O)(P(=O)(O)O)P(=O)(O)O. Cell line: EKVX. Synergy scores: CSS=1.02, Synergy_ZIP=-2.57, Synergy_Bliss=-5.12, Synergy_Loewe=-1.46, Synergy_HSA=-3.07. (6) Drug 1: C1=NC2=C(N1)C(=S)N=CN2. Drug 2: CS(=O)(=O)OCCCCOS(=O)(=O)C. Cell line: M14. Synergy scores: CSS=26.7, Synergy_ZIP=0.746, Synergy_Bliss=1.12, Synergy_Loewe=-20.5, Synergy_HSA=0.405. (7) Drug 1: CC(C1=C(C=CC(=C1Cl)F)Cl)OC2=C(N=CC(=C2)C3=CN(N=C3)C4CCNCC4)N. Drug 2: CC1=C(C(=O)C2=C(C1=O)N3CC4C(C3(C2COC(=O)N)OC)N4)N. Cell line: HOP-62. Synergy scores: CSS=42.6, Synergy_ZIP=-0.185, Synergy_Bliss=-2.92, Synergy_Loewe=-28.9, Synergy_HSA=-3.70.